Dataset: Catalyst prediction with 721,799 reactions and 888 catalyst types from USPTO. Task: Predict which catalyst facilitates the given reaction. (1) The catalyst class is: 6. Product: [CH3:9][O:8][CH2:7][CH:2]([O:19][C:16]1[CH:17]=[CH:18][C:13]([O:12][C:11]([F:10])([F:20])[F:21])=[CH:14][CH:15]=1)[C:3]([O:5][CH3:6])=[O:4]. Reactant: Br[CH:2]([CH2:7][O:8][CH3:9])[C:3]([O:5][CH3:6])=[O:4].[F:10][C:11]([F:21])([F:20])[O:12][C:13]1[CH:18]=[CH:17][C:16]([OH:19])=[CH:15][CH:14]=1.C(=O)([O-])[O-].[K+].[K+].CN(C)C=O. (2) Reactant: [CH2:1]([O:8][CH2:9][CH:10]1[CH2:13][C:12](=[O:14])[CH2:11]1)[C:2]1[CH:7]=[CH:6][CH:5]=[CH:4][CH:3]=1.[C-]#N.[Na+].[C:18](=[O:21])([O-])[O-].[NH4+:22].[NH4+:23]. Product: [NH:22]1[CH2:13][C:12](=[O:14])[NH:23][C:18]1=[O:21].[CH2:1]([O:8][CH2:9][CH:10]1[CH2:13][C:12](=[O:14])[CH2:11]1)[C:2]1[CH:7]=[CH:6][CH:5]=[CH:4][CH:3]=1. The catalyst class is: 97. (3) The catalyst class is: 37. Reactant: Cl[C:2]1[N:7]=[N:6][C:5]([C:8]([NH2:10])=[O:9])=[C:4]([NH:11][C:12]2[CH:17]=[CH:16][CH:15]=[C:14]([O:18][CH2:19][CH3:20])[N:13]=2)[CH:3]=1.[NH2:21][C@@H:22]1[CH2:27][CH2:26][CH2:25][CH2:24][C@@H:23]1[NH:28][C:29](=[O:35])[O:30][C:31]([CH3:34])([CH3:33])[CH3:32]. Product: [C:8]([C:5]1[N:6]=[N:7][C:2]([NH:21][C@@H:22]2[CH2:27][CH2:26][CH2:25][CH2:24][C@@H:23]2[NH:28][C:29](=[O:35])[O:30][C:31]([CH3:33])([CH3:32])[CH3:34])=[CH:3][C:4]=1[NH:11][C:12]1[CH:17]=[CH:16][CH:15]=[C:14]([O:18][CH2:19][CH3:20])[N:13]=1)(=[O:9])[NH2:10]. (4) Reactant: C([O-])([O-])=O.[K+].[K+].[Cl:7][C:8]1[CH:13]=[CH:12][C:11]([N:14]2[C:23](=[O:24])[C:22]3[C:17](=[CH:18][CH:19]=[CH:20][CH:21]=3)[N:16]=[C:15]2[C:25]2[CH:30]=[CH:29][C:28]([OH:31])=[C:27]([CH3:32])[CH:26]=2)=[CH:10][CH:9]=1.Br[CH2:34][CH2:35][O:36][Si:37]([C:40]([CH3:43])([CH3:42])[CH3:41])([CH3:39])[CH3:38]. Product: [Si:37]([O:36][CH2:35][CH2:34][O:31][C:28]1[CH:29]=[CH:30][C:25]([C:15]2[N:14]([C:11]3[CH:10]=[CH:9][C:8]([Cl:7])=[CH:13][CH:12]=3)[C:23](=[O:24])[C:22]3[C:17](=[CH:18][CH:19]=[CH:20][CH:21]=3)[N:16]=2)=[CH:26][C:27]=1[CH3:32])([C:40]([CH3:43])([CH3:42])[CH3:41])([CH3:39])[CH3:38]. The catalyst class is: 3. (5) Product: [C:11]([O:14][CH2:8][C:2]1[C:3]([CH3:7])=[CH:4][CH:5]=[CH:6][N:1]=1)(=[O:13])[CH3:12]. Reactant: [N:1]1[CH:6]=[CH:5][CH:4]=[C:3]([CH3:7])[C:2]=1[CH3:8].OO.[C:11]([OH:14])(=[O:13])[CH3:12]. The catalyst class is: 152. (6) Reactant: [CH3:1][C:2]([CH3:24])([CH3:23])[C:3]([O:5][C:6]1[CH:7]=[C:8]2[S:12][CH:11]=[C:10]([CH2:13][C:14]([O:16][CH3:17])=[O:15])[C:9]2=[C:18]([C:20](O)=[O:21])[CH:19]=1)=[O:4].[CH3:25][N:26](C=O)[CH3:27].Cl.CNC.CN(C(ON1N=NC2C=CC=NC1=2)=[N+](C)C)C.F[P-](F)(F)(F)(F)F. Product: [C:3]([O:5][C:6]1[CH:19]=[C:18]([C:20](=[O:21])[N:26]([CH3:27])[CH3:25])[C:9]2[C:10]([CH2:13][C:14]([O:16][CH3:17])=[O:15])=[CH:11][S:12][C:8]=2[CH:7]=1)(=[O:4])[C:2]([CH3:24])([CH3:23])[CH3:1]. The catalyst class is: 6. (7) Reactant: [CH3:1][NH2:2].[CH2:3]([O:10][C:11]1[CH:12]=[C:13]([C:19]2([CH:22]=O)[CH2:21][CH2:20]2)[CH:14]=[CH:15][C:16]=1[O:17][CH3:18])[C:4]1[CH:9]=[CH:8][CH:7]=[CH:6][CH:5]=1.[O-]S([O-])(=O)=O.[Mg+2]. Product: [CH2:3]([O:10][C:11]1[CH:12]=[C:13]([C:19]2(/[CH:22]=[CH:1]/[NH2:2])[CH2:20][CH2:21]2)[CH:14]=[CH:15][C:16]=1[O:17][CH3:18])[C:4]1[CH:5]=[CH:6][CH:7]=[CH:8][CH:9]=1. The catalyst class is: 26. (8) Reactant: C([O:3][C:4]([C@H:6]1[C@H:10]([CH2:11][C@H:12]([CH2:16][C:17]2[CH:22]=[CH:21][C:20]([O:23][CH3:24])=[C:19]([O:25][CH2:26][CH2:27][CH2:28][O:29][CH3:30])[CH:18]=2)[CH:13]([CH3:15])[CH3:14])[CH2:9][N:8]([C:31]([O:33][C:34]([CH3:37])([CH3:36])[CH3:35])=[O:32])[CH2:7]1)=O)C.[Li+].[BH4-].[OH-].[Na+]. Product: [C:34]([O:33][C:31]([N:8]1[CH2:9][C@@H:10]([CH2:11][C@H:12]([CH2:16][C:17]2[CH:22]=[CH:21][C:20]([O:23][CH3:24])=[C:19]([O:25][CH2:26][CH2:27][CH2:28][O:29][CH3:30])[CH:18]=2)[CH:13]([CH3:14])[CH3:15])[C@H:6]([CH2:4][OH:3])[CH2:7]1)=[O:32])([CH3:37])([CH3:35])[CH3:36]. The catalyst class is: 1.